From a dataset of PAMPA (Parallel Artificial Membrane Permeability Assay) permeability data from NCATS. Regression/Classification. Given a drug SMILES string, predict its absorption, distribution, metabolism, or excretion properties. Task type varies by dataset: regression for continuous measurements (e.g., permeability, clearance, half-life) or binary classification for categorical outcomes (e.g., BBB penetration, CYP inhibition). Dataset: pampa_ncats. (1) The molecule is C1=CC(=CN=C1)C2=CC=C(O2)C(=O)NC3=NC=C(S3)CC4=CC=C(C=C4)C(F)(F)F. The result is 1 (high permeability). (2) The compound is CC1=C(C=CN=C1CS(=O)C2=NC3=CC=CC=C3[N-]2)OCCCOC.[Na+]. The result is 1 (high permeability). (3) The compound is CC(C)COC1=CC=C(C=C1)C2=NN(C(=O)C=C2)CC(=O)NCCC3=CC=CC=C3. The result is 1 (high permeability). (4) The compound is COC1=NC=C(C=N1)C2=NNC3=C2CC(=O)N(C3)C4=CC=CC=C4. The result is 1 (high permeability). (5) The drug is C1=CC=C(C=C1)NS(=O)(=O)C2=CC=C(C=C2)NCC3=C(C=C(C=C3)Br)O. The result is 1 (high permeability). (6) The drug is CN1CCN(CC1)C2=CC3=C(C=CC(=C3N=C2)O)C(=O)OC. The result is 1 (high permeability). (7) The molecule is CC1=C(C(=CC=C1)C)NC2=NN(C3=NC(=NC=C23)NC4=CC(=C(C=C4)OCCN5CCCC5)F)CCC(C)(C)OC. The result is 1 (high permeability). (8) The compound is CC1=CC=CC=C1C(=O)N2CCC3=C2C=CC(=C3)C4=C(SC(=N4)NC(=O)C)C. The result is 1 (high permeability).